Dataset: Catalyst prediction with 721,799 reactions and 888 catalyst types from USPTO. Task: Predict which catalyst facilitates the given reaction. Reactant: [CH:1]1([C@H:4]2[C@H:13]([CH3:14])[C@@H:12]([NH:15][C:16](=[O:25])[O:17][CH2:18][C:19]3[CH:24]=[CH:23][CH:22]=[CH:21][CH:20]=3)[C:11]3[C:6](=[CH:7][CH:8]=[C:9]([O:26][CH3:27])[N:10]=3)[NH:5]2)[CH2:3][CH2:2]1.N1C=CC=CC=1.[C:34](Cl)(=[O:36])[CH3:35]. Product: [C:34]([N:5]1[C:6]2[C:11](=[N:10][C:9]([O:26][CH3:27])=[CH:8][CH:7]=2)[C@H:12]([NH:15][C:16](=[O:25])[O:17][CH2:18][C:19]2[CH:20]=[CH:21][CH:22]=[CH:23][CH:24]=2)[C@@H:13]([CH3:14])[C@@H:4]1[CH:1]1[CH2:3][CH2:2]1)(=[O:36])[CH3:35]. The catalyst class is: 2.